Dataset: Catalyst prediction with 721,799 reactions and 888 catalyst types from USPTO. Task: Predict which catalyst facilitates the given reaction. (1) Reactant: [F:1][C:2]1[CH:7]=[C:6]([N+:8]([O-:10])=[O:9])[CH:5]=[CH:4][C:3]=1[N:11]1[CH2:16][CH2:15][NH:14][CH2:13][CH2:12]1.[CH:17]([S:19]([CH3:22])(=[O:21])=[O:20])=[CH2:18]. The catalyst class is: 41. Product: [F:1][C:2]1[CH:7]=[C:6]([N+:8]([O-:10])=[O:9])[CH:5]=[CH:4][C:3]=1[N:11]1[CH2:16][CH2:15][N:14]([CH2:18][CH2:17][S:19]([CH3:22])(=[O:21])=[O:20])[CH2:13][CH2:12]1. (2) Reactant: [Cl:1][C:2]1[N:3]([C:11]2[CH:16]=[CH:15][C:14]([O:17][CH2:18][CH2:19][CH2:20]Cl)=[CH:13][CH:12]=2)[N:4]=[C:5]2[C:10]=1[CH:9]=[CH:8][CH:7]=[CH:6]2.[CH3:22][NH2:23]. Product: [ClH:1].[Cl:1][C:2]1[N:3]([C:11]2[CH:16]=[CH:15][C:14]([O:17][CH2:18][CH2:19][CH2:20][NH:23][CH3:22])=[CH:13][CH:12]=2)[N:4]=[C:5]2[C:10]=1[CH:9]=[CH:8][CH:7]=[CH:6]2. The catalyst class is: 10. (3) Reactant: Cl[C:2]1[CH:3]=[CH:4][C:5]2[N:6]([C:8]([C:11]([F:14])([F:13])[F:12])=[N:9][N:10]=2)[N:7]=1.[N:15]1([C:21]#[N:22])[CH2:20][CH2:19][NH:18][CH2:17][CH2:16]1.CCN(C(C)C)C(C)C. Product: [F:12][C:11]([F:14])([F:13])[C:8]1[N:6]2[N:7]=[C:2]([N:18]3[CH2:19][CH2:20][N:15]([C:21]#[N:22])[CH2:16][CH2:17]3)[CH:3]=[CH:4][C:5]2=[N:10][N:9]=1. The catalyst class is: 3. (4) Reactant: [NH2:1][C:2]1[N:10]=[C:9]([F:11])[CH:8]=[CH:7][C:3]=1[C:4]([OH:6])=O.[F:12][C:13]([F:31])([F:30])[O:14][C:15]1[CH:20]=[CH:19][C:18]([O:21][C:22]2[CH:23]=[C:24]([CH:27]=[CH:28][CH:29]=2)[CH2:25][NH2:26])=[CH:17][CH:16]=1.CN([P+](ON1N=NC2C=CC=CC1=2)(N(C)C)N(C)C)C.F[P-](F)(F)(F)(F)F.C(=O)(O)[O-].[Na+]. The catalyst class is: 338. Product: [F:12][C:13]([F:30])([F:31])[O:14][C:15]1[CH:16]=[CH:17][C:18]([O:21][C:22]2[CH:23]=[C:24]([CH2:25][NH:26][C:4](=[O:6])[C:3]3[CH:7]=[CH:8][C:9]([F:11])=[N:10][C:2]=3[NH2:1])[CH:27]=[CH:28][CH:29]=2)=[CH:19][CH:20]=1. (5) Reactant: [NH2:1][C:2]1[C:9]([C:10]#[CH:11])=[CH:8][C:5]([C:6]#[N:7])=[CH:4][C:3]=1[Br:12].C(NC(=O)[O-])(C)(C)C.C(O)(=O)CC(CC(O)=O)(C(O)=O)O. Product: [Br:12][C:3]1[CH:4]=[C:5]([C:6]#[N:7])[CH:8]=[C:9]2[C:2]=1[NH:1][CH:11]=[CH:10]2. The catalyst class is: 60. (6) Reactant: [C:1]([O:5][C:6]([NH:8][CH2:9][C:10]1[CH:15]=[CH:14][C:13]([C:16]2[CH:17]=[CH:18][N:19]3[C:24]([C:25]=2[CH3:26])=[C:23]([CH:27]2[CH2:29][CH2:28]2)[CH:22]=[C:21]([C:30]([O:32]C)=[O:31])[C:20]3=[O:34])=[CH:12][C:11]=1[F:35])=[O:7])([CH3:4])([CH3:3])[CH3:2].[OH-].[Na+]. Product: [C:1]([O:5][C:6]([NH:8][CH2:9][C:10]1[CH:15]=[CH:14][C:13]([C:16]2[CH:17]=[CH:18][N:19]3[C:24]([C:25]=2[CH3:26])=[C:23]([CH:27]2[CH2:29][CH2:28]2)[CH:22]=[C:21]([C:30]([OH:32])=[O:31])[C:20]3=[O:34])=[CH:12][C:11]=1[F:35])=[O:7])([CH3:2])([CH3:3])[CH3:4]. The catalyst class is: 5. (7) Reactant: C([O:8][C:9]([C:11]1[N:12]=[C:13]([C:18]2[CH:23]=[CH:22][CH:21]=[CH:20][CH:19]=2)[O:14][C:15]=1[CH2:16][CH3:17])=[O:10])C1C=CC=CC=1. Product: [CH2:16]([C:15]1[O:14][C:13]([C:18]2[CH:23]=[CH:22][CH:21]=[CH:20][CH:19]=2)=[N:12][C:11]=1[C:9]([OH:10])=[O:8])[CH3:17]. The catalyst class is: 29. (8) Reactant: C([O:8][CH2:9][CH2:10][NH:11][C:12]([NH:14][S:15]([C:18]1[CH:23]=[CH:22][C:21]([CH3:24])=[CH:20][CH:19]=1)(=[O:17])=[O:16])=[NH:13])C1C=CC=CC=1.C.CCOC(C)=O.CCCCC.C(O)(=O)C. Product: [OH:8][CH2:9][CH2:10][NH:11][C:12]([NH:14][S:15]([C:18]1[CH:19]=[CH:20][C:21]([CH3:24])=[CH:22][CH:23]=1)(=[O:17])=[O:16])=[NH:13]. The catalyst class is: 19. (9) Reactant: [Cl:1][C:2]1[CH:7]=[CH:6][C:5]([C:8]2[CH:17]=[N:16][CH:15]=[C:14]3[C:9]=2[CH:10]=[C:11]([C:18]([OH:20])=O)[CH:12]=[N:13]3)=[CH:4][CH:3]=1.C(Cl)(=O)C(Cl)=O.[CH:27]1([CH2:30][NH2:31])[CH2:29][CH2:28]1.C(N(CC)CC)C. Product: [Cl:1][C:2]1[CH:3]=[CH:4][C:5]([C:8]2[CH:17]=[N:16][CH:15]=[C:14]3[C:9]=2[CH:10]=[C:11]([C:18]([NH:31][CH2:30][CH:27]2[CH2:29][CH2:28]2)=[O:20])[CH:12]=[N:13]3)=[CH:6][CH:7]=1. The catalyst class is: 120.